Dataset: Reaction yield outcomes from USPTO patents with 853,638 reactions. Task: Predict the reaction yield, written as a fraction of the theoretical maximum amount of product (1.0 means a 100% yield; for example, 0.34 means a 34% yield). (1) The reactants are C[O:2][C:3](=[O:24])[CH:4]([N:11]1[C:19]2[C:14](=[CH:15][CH:16]=[C:17]([S:20][CH3:21])[CH:18]=2)[C:13](=[O:22])[C:12]1=[O:23])[CH2:5][CH:6]1[CH2:10][CH2:9][CH2:8][CH2:7]1.O.[OH-].[Li+]. The catalyst is O1CCCC1.O. The product is [CH:6]1([CH2:5][CH:4]([N:11]2[C:19]3[C:14](=[CH:15][CH:16]=[C:17]([S:20][CH3:21])[CH:18]=3)[C:13](=[O:22])[C:12]2=[O:23])[C:3]([OH:24])=[O:2])[CH2:10][CH2:9][CH2:8][CH2:7]1. The yield is 0.960. (2) The reactants are Br[C:2]1[CH:7]=[CH:6][CH:5]=[CH:4][N:3]=1.[NH:8]1[C:16]2[C:11](=[CH:12][CH:13]=[CH:14][CH:15]=2)[CH:10]=[CH:9]1.C(P(C(C)(C)C)C1C=CC=CC=1C1C=CC=CC=1)(C)(C)C.CC(C)([O-])C.[Na+]. The catalyst is C1(C)C=CC=CC=1.CCOCC. The product is [N:3]1[CH:4]=[CH:5][CH:6]=[C:7]([N:8]2[C:16]3[C:11](=[CH:12][CH:13]=[CH:14][CH:15]=3)[CH:10]=[CH:9]2)[CH:2]=1. The yield is 0.150. (3) The product is [F:1][C:2]1[C:3]([NH:12][C:13]2[CH:18]=[CH:17][C:16]([S:19]([CH3:22])(=[O:20])=[O:21])=[CH:15][C:14]=2[F:23])=[C:4]([CH:8]=[CH:9][C:10]=1[F:11])[C:5]([NH:36][O:37][CH2:38][CH2:39][OH:40])=[O:6]. The yield is 0.520. The reactants are [F:1][C:2]1[C:3]([NH:12][C:13]2[CH:18]=[CH:17][C:16]([S:19]([CH3:22])(=[O:21])=[O:20])=[CH:15][C:14]=2[F:23])=[C:4]([CH:8]=[CH:9][C:10]=1[F:11])[C:5](O)=[O:6].C1N=CN(C(N2C=NC=C2)=O)C=1.[NH2:36][O:37][CH2:38][CH2:39][OH:40]. No catalyst specified. (4) The reactants are CO[C:3](=[O:38])[C:4]1[CH:9]=[C:8]([C:10]2[CH:11]=[C:12]3[C:18]([C:19]4[CH:24]=[CH:23][CH:22]=[CH:21][C:20]=4[O:25][CH3:26])=[CH:17][N:16](S(C4C=CC(C)=CC=4)(=O)=O)[C:13]3=[N:14][CH:15]=2)[CH:7]=[CH:6][C:5]=1[OH:37].[CH3:39][N:40]([CH3:45])[CH2:41][CH2:42][NH:43][CH3:44].N=C=N.CN(C=O)C. The catalyst is N1C=CC=CC=1. The product is [CH3:39][N:40]([CH3:45])[CH2:41][CH2:42][N:43]([CH3:44])[C:3](=[O:38])[C:4]1[CH:9]=[C:8]([C:10]2[CH:11]=[C:12]3[C:18]([C:19]4[CH:24]=[CH:23][CH:22]=[CH:21][C:20]=4[O:25][CH3:26])=[CH:17][NH:16][C:13]3=[N:14][CH:15]=2)[CH:7]=[CH:6][C:5]=1[OH:37]. The yield is 0.120. (5) The reactants are [CH2:1]1[O:3][CH:2]1[CH2:4][OH:5].[CH2:6]([CH2:8][NH2:9])[OH:7]. No catalyst specified. The product is [OH:7][CH2:6][CH2:8][NH:9][CH2:1][CH:2]([OH:3])[CH2:4][OH:5]. The yield is 0.720. (6) The reactants are C(OC([NH:8][CH2:9][CH:10]1[CH2:15][CH2:14][N:13]([CH2:16][C:17]2([C:22]([O:24][CH3:25])=[O:23])[CH2:21][CH2:20][CH2:19][CH2:18]2)[CH2:12][CH2:11]1)=O)(C)(C)C. The catalyst is C(Cl)Cl.FC(F)(F)C(O)=O. The product is [NH2:8][CH2:9][CH:10]1[CH2:15][CH2:14][N:13]([CH2:16][C:17]2([C:22]([O:24][CH3:25])=[O:23])[CH2:21][CH2:20][CH2:19][CH2:18]2)[CH2:12][CH2:11]1. The yield is 1.00.